From a dataset of Experimentally validated miRNA-target interactions with 360,000+ pairs, plus equal number of negative samples. Binary Classification. Given a miRNA mature sequence and a target amino acid sequence, predict their likelihood of interaction. The miRNA is hsa-miR-4464 with sequence AAGGUUUGGAUAGAUGCAAUA. The protein sequence of the target gene is MSSSSSSPRETYEEDREYESQAKRLKTEEGEIDYSAEEGENRREATPRGGGDGGGGGRSFSQPEAGGSHHKVSVSPVVHVRGLCESVVEADLVEALEKFGTICYVMMMPFKRQALVEFENIDSAKECVTFAADEPVYIAGQQAFFNYSTSKRITRPGNTDDPSGGNKVLLLSIQNPLYPITVDVLYTVCNPVGKVQRIVIFKRNGIQAMVEFESVLCAQKAKAALNGADIYAGCCTLKIEYARPTRLNVIRNDNDSWDYTKPYLGRRDRGKGRQRQAILGEHPSSFRHDGYGSHGPLLPL.... Result: 0 (no interaction).